This data is from Forward reaction prediction with 1.9M reactions from USPTO patents (1976-2016). The task is: Predict the product of the given reaction. (1) Given the reactants [Cl:1][C:2]1[C:11]([N+:12]([O-:14])=[O:13])=[C:10](Cl)[C:9]2[C:4](=[CH:5][CH:6]=[CH:7][CH:8]=2)[N:3]=1.C(N(CC)CC)C.[NH2:23][CH2:24][CH2:25][CH2:26][OH:27].O, predict the reaction product. The product is: [Cl:1][C:2]1[C:11]([N+:12]([O-:14])=[O:13])=[C:10]([NH:23][CH2:24][CH2:25][CH2:26][OH:27])[C:9]2[C:4](=[CH:5][CH:6]=[CH:7][CH:8]=2)[N:3]=1. (2) Given the reactants [Br:1][C:2]1[CH:29]=[N:28][C:5]2=[N:6][C:7]([N:15]3[CH2:18][CH:17]([N:19]([CH3:27])[C:20](=[O:26])[O:21][C:22]([CH3:25])([CH3:24])[CH3:23])[CH2:16]3)=[C:8]([NH:10][C@@H:11]([CH3:14])[CH2:12]O)[N:9]=[C:4]2[CH:3]=1.CS(Cl)(=O)=O, predict the reaction product. The product is: [Br:1][C:2]1[CH:29]=[N:28][C:5]2[N:6]=[C:7]([N:15]3[CH2:18][CH:17]([N:19]([CH3:27])[C:20](=[O:26])[O:21][C:22]([CH3:24])([CH3:23])[CH3:25])[CH2:16]3)[C:8]3[N:9]([CH2:12][C@H:11]([CH3:14])[N:10]=3)[C:4]=2[CH:3]=1. (3) Given the reactants [C:1]1([CH:7]=[CH:8][C:9](=[O:21])[CH2:10][C:11](=[O:20])[CH:12]=[CH:13][C:14]2[CH:19]=[CH:18][CH:17]=[CH:16][CH:15]=2)[CH:6]=[CH:5][CH:4]=[CH:3][CH:2]=1, predict the reaction product. The product is: [C:14]1([CH2:13][CH2:12][C:11](=[O:20])[CH2:10][C:9](=[O:21])[CH2:8][CH2:7][C:1]2[CH:2]=[CH:3][CH:4]=[CH:5][CH:6]=2)[CH:15]=[CH:16][CH:17]=[CH:18][CH:19]=1. (4) Given the reactants [CH3:1][N:2]([CH3:16])[CH2:3][C:4]#[C:5][C:6]1[CH:7]=[N:8][C:9]([CH3:15])=[C:10]([N+:12]([O-])=O)[CH:11]=1, predict the reaction product. The product is: [CH3:16][N:2]([CH3:1])[CH2:3][CH2:4][CH2:5][C:6]1[CH:11]=[C:10]([NH2:12])[C:9]([CH3:15])=[N:8][CH:7]=1. (5) The product is: [CH3:1][C:2]1[C:7]([CH3:8])=[C:6]([OH:9])[C:5]([CH3:10])=[CH:4][C:3]=1[SH:11]. Given the reactants [CH3:1][C:2]1[C:7]([CH3:8])=[C:6]([OH:9])[C:5]([CH3:10])=[CH:4][C:3]=1[S:11]C#N.[H-].[H-].[H-].[H-].[Li+].[Al+3], predict the reaction product. (6) Given the reactants [F-].C([N+](CCCC)(CCCC)CCCC)CCC.[Si]([O:26][C@@H:27]([CH3:57])[C@H:28]([C:34]1[O:38][N:37]=[C:36]([C:39]([NH:41][C:42]2[C:43](=[O:55])[N:44]([CH:49]3[CH2:54][CH2:53][CH2:52][CH2:51][CH2:50]3)[N:45]([CH3:48])[C:46]=2[CH3:47])=[O:40])[C:35]=1[CH3:56])[O:29][CH2:30][C:31]([CH3:33])=[CH2:32])(C(C)(C)C)(C)C, predict the reaction product. The product is: [CH:49]1([N:44]2[C:43](=[O:55])[C:42]([NH:41][C:39]([C:36]3[C:35]([CH3:56])=[C:34]([C@H:28]([O:29][CH2:30][C:31]([CH3:33])=[CH2:32])[C@@H:27]([OH:26])[CH3:57])[O:38][N:37]=3)=[O:40])=[C:46]([CH3:47])[N:45]2[CH3:48])[CH2:54][CH2:53][CH2:52][CH2:51][CH2:50]1.